This data is from Reaction yield outcomes from USPTO patents with 853,638 reactions. The task is: Predict the reaction yield, written as a fraction of the theoretical maximum amount of product (1.0 means a 100% yield; for example, 0.34 means a 34% yield). (1) The catalyst is C(Cl)Cl. The reactants are O[C:2]1[C:3]([Cl:12])=[C:4]([Cl:11])[C:5]2[N:6]([CH:8]=[CH:9][N:10]=2)[N:7]=1.CCOC1C=CC(N)=CC=1.O=P(Cl)(Cl)[Cl:25]. The product is [Cl:25][C:2]1[C:3]([Cl:12])=[C:4]([Cl:11])[C:5]2[N:6]([CH:8]=[CH:9][N:10]=2)[N:7]=1. The yield is 0.370. (2) The yield is 0.910. The reactants are [CH3:1][O:2][C:3]1[N:7]([C:8]2[CH:13]=[CH:12][C:11]([C:14](=[O:23])[NH:15][CH2:16][CH:17]3[CH2:22][CH2:21][O:20][CH2:19][CH2:18]3)=[CH:10][N:9]=2)[N:6]=[CH:5][C:4]=1[C:24]([O:26]CC)=[O:25].[Li+].[OH-].Cl. The catalyst is O1CCOCC1. The product is [CH3:1][O:2][C:3]1[N:7]([C:8]2[CH:13]=[CH:12][C:11]([C:14](=[O:23])[NH:15][CH2:16][CH:17]3[CH2:22][CH2:21][O:20][CH2:19][CH2:18]3)=[CH:10][N:9]=2)[N:6]=[CH:5][C:4]=1[C:24]([OH:26])=[O:25]. (3) The reactants are [NH2:1][C:2]1[C:11]([F:12])=[C:10]([N:13]2[CH2:17][CH2:16][C@@H:15]([CH:18]([NH2:24])C3SC=CN=3)[CH2:14]2)[C:9](F)=[C:8]2[C:3]=1[C:4](=[O:33])[C:5]([C:30]([OH:32])=[O:31])=[CH:6][N:7]2[C@@H:26]1[CH2:28][C@@H:27]1[F:29].C[N:35]1[CH2:40][CH2:39][CH2:38][CH2:37][CH2:36]1.[CH3:41]S(C)=O. No catalyst specified. The product is [NH2:1][C:2]1[C:11]([F:12])=[C:10]([N:13]2[CH2:17][CH2:16][C@@H:15]([CH:18]([NH2:24])[C:37]3[CH:36]=[N:35][CH:40]=[CH:39][CH:38]=3)[CH2:14]2)[C:9]([CH3:41])=[C:8]2[C:3]=1[C:4](=[O:33])[C:5]([C:30]([OH:32])=[O:31])=[CH:6][N:7]2[C@@H:26]1[CH2:28][C@@H:27]1[F:29]. The yield is 0.100. (4) The reactants are Br[C:2]1[C:11]2[NH:10][C:9](=[O:12])[C:8]3[S:13][CH:14]=[CH:15][C:7]=3[C:6]=2[C:5]([C:16]2[CH:21]=[CH:20][C:19]([CH:22]([CH3:32])[CH2:23][NH:24][C:25](=[O:31])[O:26][C:27]([CH3:30])([CH3:29])[CH3:28])=[C:18]([F:33])[CH:17]=2)=[C:4]([O:34][CH3:35])[CH:3]=1.[CH3:36]B1OB(C)OB(C)O1. The catalyst is C1C=CC(P(C2C=CC=CC=2)C2C=CC=CC=2)=CC=1.C1C=CC(P(C2C=CC=CC=2)C2C=CC=CC=2)=CC=1.C1C=CC(P(C2C=CC=CC=2)C2C=CC=CC=2)=CC=1.C1C=CC(P(C2C=CC=CC=2)C2C=CC=CC=2)=CC=1.[Pd]. The product is [F:33][C:18]1[CH:17]=[C:16]([C:5]2[C:6]3[C:7]4[CH:15]=[CH:14][S:13][C:8]=4[C:9](=[O:12])[NH:10][C:11]=3[C:2]([CH3:36])=[CH:3][C:4]=2[O:34][CH3:35])[CH:21]=[CH:20][C:19]=1[CH:22]([CH3:32])[CH2:23][NH:24][C:25](=[O:31])[O:26][C:27]([CH3:29])([CH3:30])[CH3:28]. The yield is 0.520. (5) The reactants are [CH3:1][C:2]1([CH3:38])[CH2:6][C:5]2[CH:7]=[C:8]([C:11]3[C:16](=[O:17])[N:15]([CH2:18][C:19]4[CH:24]=[CH:23][C:22]([C:25]5[C:26]([C:31]#[N:32])=[CH:27][CH:28]=[CH:29][CH:30]=5)=[CH:21][CH:20]=4)[C:14]([CH2:33][CH2:34][CH3:35])=[N:13][C:12]=3[CH2:36][CH3:37])[CH:9]=[CH:10][C:4]=2[O:3]1.Cl.[NH2:40]O.[C:42](=[O:45])([O-])[OH:43].[Na+]. The catalyst is CS(C)=O.C(OCC)(=O)C. The product is [CH3:38][C:2]1([CH3:1])[CH2:6][C:5]2[CH:7]=[C:8]([C:11]3[C:16](=[O:17])[N:15]([CH2:18][C:19]4[CH:24]=[CH:23][C:22]([C:25]5[CH:30]=[CH:29][CH:28]=[CH:27][C:26]=5[C:31]5[NH:40][C:42](=[O:45])[O:43][N:32]=5)=[CH:21][CH:20]=4)[C:14]([CH2:33][CH2:34][CH3:35])=[N:13][C:12]=3[CH2:36][CH3:37])[CH:9]=[CH:10][C:4]=2[O:3]1. The yield is 0.740.